From a dataset of Forward reaction prediction with 1.9M reactions from USPTO patents (1976-2016). Predict the product of the given reaction. (1) Given the reactants [NH:1]([C:3]1[N:8]=[C:7]([CH3:9])[N:6]=[C:5]([N:10]2[CH2:13][CH:12]([C:14]3[N:18]([CH3:19])[C:17]4[CH:20]=[CH:21][CH:22]=[CH:23][C:16]=4[N:15]=3)[CH2:11]2)[CH:4]=1)[NH2:2], predict the reaction product. The product is: [CH2:4]([C:5]1[N:1]([C:3]2[N:8]=[C:7]([CH3:9])[N:6]=[C:5]([N:10]3[CH2:11][CH:12]([C:14]4[N:18]([CH3:19])[C:17]5[CH:20]=[CH:21][CH:22]=[CH:23][C:16]=5[N:15]=4)[CH2:13]3)[CH:4]=2)[N:2]=[C:7]([CH3:9])[N:6]=1)[CH3:3]. (2) Given the reactants Cl.[C:2]([NH:6][OH:7])([CH3:5])([CH3:4])[CH3:3].[N+:8]([C:11]1[CH:12]=[CH:13][C:14]([S:19][C:20]2[CH:25]=[CH:24][CH:23]=[CH:22][N:21]=2)=[C:15]([CH:18]=1)[CH:16]=O)([O-:10])=[O:9], predict the reaction product. The product is: [C:2]([N+:6]([O-:7])=[CH:16][C:15]1[CH:18]=[C:11]([N+:8]([O-:10])=[O:9])[CH:12]=[CH:13][C:14]=1[S:19][C:20]1[CH:25]=[CH:24][CH:23]=[CH:22][N:21]=1)([CH3:5])([CH3:4])[CH3:3]. (3) The product is: [CH:13]1([C:16]([CH:18]2[CH2:20][CH2:19]2)([SH:17])[CH2:6][P:7](=[O:12])([O:10][CH3:11])[O:8][CH3:9])[CH2:15][CH2:14]1. Given the reactants C([Li])CCC.[CH3:6][P:7](=[O:12])([O:10][CH3:11])[O:8][CH3:9].[CH:13]1([C:16]([CH:18]2[CH2:20][CH2:19]2)=[S:17])[CH2:15][CH2:14]1, predict the reaction product. (4) Given the reactants [CH2:1]([C:3]1[C:19]([CH3:20])=[CH:18][C:6]2[NH:7][C:8]([C:10]3[C:14]([N+:15]([O-])=O)=[CH:13][NH:12][N:11]=3)=[N:9][C:5]=2[CH:4]=1)[CH3:2].N1C=C(N)C=N1, predict the reaction product. The product is: [CH2:1]([C:3]1[C:19]([CH3:20])=[CH:18][C:6]2[NH:7][C:8]([C:10]3[C:14]([NH2:15])=[CH:13][NH:12][N:11]=3)=[N:9][C:5]=2[CH:4]=1)[CH3:2]. (5) Given the reactants Cl.[NH2:2][OH:3].CN(/[CH:7]=[N:8]/[C:9]([C:11]1([C:17]2[CH:22]=[CH:21][CH:20]=[C:19]([S:23][C:24]3[CH:29]=[CH:28][C:27]([N:30]4[C:34](=O)[NH:33][C:32]([CH3:36])=[N:31]4)=[CH:26][CH:25]=3)[CH:18]=2)[CH2:16][CH2:15]O[CH2:13][CH2:12]1)=O)C.[C:37]([OH:40])(=O)C.[C:41](OCC)(=O)C.[OH-:47].[Na+], predict the reaction product. The product is: [CH3:34][N:33]1[C:32]([CH3:36])=[N:31][N:30]([C:27]2[CH:26]=[CH:25][C:24]([S:23][C:19]3[CH:20]=[CH:21][CH:22]=[C:17]([C:11]4([C:9]5[O:3][N:2]=[C:7]([CH3:41])[N:8]=5)[CH2:12][CH2:13][O:47][CH2:15][CH2:16]4)[CH:18]=3)=[CH:29][CH:28]=2)[C:37]1=[O:40]. (6) Given the reactants [O:1]1[CH2:3][CH:2]1[CH2:4][N:5]1[CH2:10][CH2:9][N:8]([C:11]([O:13][C:14]([CH3:17])([CH3:16])[CH3:15])=[O:12])[CH2:7][C:6]1=[O:18].[CH2:19]1[C:28]2[C:23](=[CH:24][CH:25]=[CH:26][CH:27]=2)[CH2:22][CH2:21][NH:20]1, predict the reaction product. The product is: [CH2:19]1[C:28]2[C:23](=[CH:24][CH:25]=[CH:26][CH:27]=2)[CH2:22][CH2:21][N:20]1[CH2:3][CH:2]([OH:1])[CH2:4][N:5]1[CH2:10][CH2:9][N:8]([C:11]([O:13][C:14]([CH3:17])([CH3:16])[CH3:15])=[O:12])[CH2:7][C:6]1=[O:18]. (7) Given the reactants [CH3:1][O:2][C:3]([C:5]1[S:6][C:7]([S:13][CH3:14])=[C:8]([C:11]#[N:12])[C:9]=1N)=[O:4].[I:15]CI.[N+]([O-])(OCCC(C)C)=O.[N+]([O-])(OCCCCC)=O, predict the reaction product. The product is: [C:11]([C:8]1[C:9]([I:15])=[C:5]([C:3]([O:2][CH3:1])=[O:4])[S:6][C:7]=1[S:13][CH3:14])#[N:12].